This data is from Catalyst prediction with 721,799 reactions and 888 catalyst types from USPTO. The task is: Predict which catalyst facilitates the given reaction. (1) Reactant: [H-].[Al+3].[Li+].[H-].[H-].[H-].[F:7][C:8]1[CH:13]=[CH:12][C:11]([C:14]2[C:15]([N:20]3[CH2:25][CH2:24][NH:23][CH2:22][CH2:21]3)=[N:16][CH:17]=[CH:18][N:19]=2)=[CH:10][CH:9]=1.C(O[C:29]([C:31]1[CH:32]=[N:33][N:34]([CH3:37])[C:35]=1[Cl:36])=O)C.Cl. Product: [ClH:36].[Cl:36][C:35]1[N:34]([CH3:37])[N:33]=[CH:32][C:31]=1[CH2:29][N:23]1[CH2:22][CH2:21][N:20]([C:15]2[C:14]([C:11]3[CH:12]=[CH:13][C:8]([F:7])=[CH:9][CH:10]=3)=[N:19][CH:18]=[CH:17][N:16]=2)[CH2:25][CH2:24]1. The catalyst class is: 841. (2) Reactant: Cl.FC1C=C(C=CC=1)CN1C=C(C2C3C(=NC=C(C4C=CC(C5CCNCC5)=CC=4)C=3)N(S(C3C=CC(C)=CC=3)(=O)=O)C=2)C=N1.[F:46][C:47]1[CH:48]=[C:49]([CH:95]=[C:96]([F:98])[CH:97]=1)[CH2:50][N:51]1[CH:55]=[C:54]([C:56]2[C:64]3[C:59](=[N:60][CH:61]=[C:62]([C:65]4[CH:70]=[CH:69][C:68]([CH:71]5[CH2:76][CH2:75][N:74]([C:77]([O:79][C:80]([CH3:83])([CH3:82])[CH3:81])=[O:78])[CH2:73][CH2:72]5)=[C:67]([F:84])[CH:66]=4)[CH:63]=3)[N:58](S(C3C=CC(C)=CC=3)(=O)=O)[CH:57]=2)[CH:53]=[N:52]1.[OH-].[Li+]. Product: [F:98][C:96]1[CH:95]=[C:49]([CH:48]=[C:47]([F:46])[CH:97]=1)[CH2:50][N:51]1[CH:55]=[C:54]([C:56]2[C:64]3[C:59](=[N:60][CH:61]=[C:62]([C:65]4[CH:70]=[CH:69][C:68]([CH:71]5[CH2:76][CH2:75][N:74]([C:77]([O:79][C:80]([CH3:83])([CH3:82])[CH3:81])=[O:78])[CH2:73][CH2:72]5)=[C:67]([F:84])[CH:66]=4)[CH:63]=3)[NH:58][CH:57]=2)[CH:53]=[N:52]1. The catalyst class is: 87. (3) Reactant: C(O[C:6](=O)[N:7]([CH:9]([CH2:37][CH:38]1[CH2:43][CH2:42][CH2:41][O:40][CH2:39]1)[CH2:10][NH:11][C:12](=[O:36])[C:13]1[CH:18]=[CH:17][CH:16]=[C:15]([CH:19]([C:28]2[CH:33]=[C:32]([F:34])[CH:31]=[C:30]([Cl:35])[CH:29]=2)[O:20][CH2:21][CH2:22][NH:23][C:24]([O:26][CH3:27])=[O:25])[CH:14]=1)C)(C)(C)C. Product: [Cl:35][C:30]1[CH:29]=[C:28]([C@@H:19]([C:15]2[CH:16]=[CH:17][CH:18]=[C:13]([C:12](=[O:36])[NH:11][CH2:10][C@@H:9]([NH:7][CH3:6])[CH2:37][C@H:38]3[CH2:43][CH2:42][CH2:41][O:40][CH2:39]3)[CH:14]=2)[O:20][CH2:21][CH2:22][NH:23][C:24](=[O:25])[O:26][CH3:27])[CH:33]=[C:32]([F:34])[CH:31]=1. The catalyst class is: 89. (4) Reactant: [CH2:1]([O:8][CH2:9][C@@H:10]([O:14][C:15]1[CH:20]=[CH:19][C:18]([F:21])=[C:17]([C:22](=[O:24])[NH2:23])[C:16]=1[F:25])[C:11](Cl)=[O:12])[C:2]1[CH:7]=[CH:6][CH:5]=[CH:4][CH:3]=1.[NH2:26][C:27]1[C:28]([Cl:34])=[N:29][CH:30]=[C:31]([Cl:33])[CH:32]=1.C(N(CC)CC)C.O. Product: [CH2:1]([O:8][CH2:9][C@@H:10]([O:14][C:15]1[C:16]([F:25])=[C:17]([C:18]([F:21])=[CH:19][CH:20]=1)[C:22]([NH2:23])=[O:24])[C:11]([NH:26][C:27]1[C:28]([Cl:34])=[N:29][CH:30]=[C:31]([Cl:33])[CH:32]=1)=[O:12])[C:2]1[CH:7]=[CH:6][CH:5]=[CH:4][CH:3]=1. The catalyst class is: 2. (5) Reactant: Br[C:2]1[CH:8]=[C:7]([N+:9]([O-:11])=[O:10])[CH:6]=[CH:5][C:3]=1[NH2:4].C(C1(C)CC1)#C. Product: [N+:9]([C:7]1[CH:8]=[CH:2][C:3]([NH2:4])=[CH:5][CH:6]=1)([O-:11])=[O:10]. The catalyst class is: 337. (6) Reactant: Br[CH2:2][CH2:3][CH:4]([C:8]1[S:9][C:10]2[CH:17]=[C:16]([C:18]([F:21])([F:20])[F:19])[CH:15]=[CH:14][C:11]=2[C:12]=1[CH3:13])[CH2:5][CH2:6][CH3:7].C(=O)([O-])[O-].[Cs+].[Cs+].[OH:28][C:29]1[CH:34]=[CH:33][C:32]([O:35][CH2:36][C:37]([O:39][CH2:40][CH3:41])=[O:38])=[C:31]([CH3:42])[CH:30]=1. Product: [CH3:42][C:31]1[CH:30]=[C:29]([O:28][CH2:2][CH2:3][CH:4]([C:8]2[S:9][C:10]3[CH:17]=[C:16]([C:18]([F:21])([F:20])[F:19])[CH:15]=[CH:14][C:11]=3[C:12]=2[CH3:13])[CH2:5][CH2:6][CH3:7])[CH:34]=[CH:33][C:32]=1[O:35][CH2:36][C:37]([O:39][CH2:40][CH3:41])=[O:38]. The catalyst class is: 23.